The task is: Predict the product of the given reaction.. This data is from Forward reaction prediction with 1.9M reactions from USPTO patents (1976-2016). Given the reactants C1([C@@H]2CO2)C=CC=CC=1.[CH3:10][C@@:11]1([NH2:20])[CH2:13][C@H:12]1[C:14]1[CH:19]=[CH:18][CH:17]=[CH:16][CH:15]=1, predict the reaction product. The product is: [CH3:10][C@:11]1([NH2:20])[CH2:13][C@@H:12]1[C:14]1[CH:19]=[CH:18][CH:17]=[CH:16][CH:15]=1.